From a dataset of Reaction yield outcomes from USPTO patents with 853,638 reactions. Predict the reaction yield, written as a fraction of the theoretical maximum amount of product (1.0 means a 100% yield; for example, 0.34 means a 34% yield). The reactants are [CH3:1][N:2]([CH2:4][CH:5]([CH2:9][CH:10]([CH3:12])[CH3:11])[C:6](=[O:8])[CH3:7])[CH3:3].[CH3:13][I:14]. The catalyst is ClCCl. The product is [I-:14].[C:6]([CH:5]([CH2:9][CH:10]([CH3:12])[CH3:11])[CH2:4][N+:2]([CH3:13])([CH3:3])[CH3:1])(=[O:8])[CH3:7]. The yield is 0.870.